This data is from Catalyst prediction with 721,799 reactions and 888 catalyst types from USPTO. The task is: Predict which catalyst facilitates the given reaction. (1) Reactant: [CH3:1][N:2]1[CH:6]=[CH:5][C:4]([NH2:7])=[N:3]1.[Cl:8][C:9]1[N:14]=[C:13](Cl)[C:12]([Cl:16])=[CH:11][N:10]=1.C(=O)([O-])[O-].[Na+].[Na+]. Product: [Cl:8][C:9]1[N:14]=[C:13]([NH:7][C:4]2[CH:5]=[CH:6][N:2]([CH3:1])[N:3]=2)[C:12]([Cl:16])=[CH:11][N:10]=1. The catalyst class is: 14. (2) Reactant: Br[C:2]1[C:7]([CH3:8])=[CH:6][C:5]([Br:9])=[CH:4][N:3]=1.[C:10]([O:14][C:15]([N:17]1[CH2:22][CH:21]=[C:20](B2OC(C)(C)C(C)(C)O2)[CH2:19][CH2:18]1)=[O:16])([CH3:13])([CH3:12])[CH3:11].O1CCOCC1.C(=O)([O-])[O-].[Na+].[Na+]. Product: [C:10]([O:14][C:15]([N:17]1[CH2:18][CH:19]=[C:20]([C:2]2[C:7]([CH3:8])=[CH:6][C:5]([Br:9])=[CH:4][N:3]=2)[CH2:21][CH2:22]1)=[O:16])([CH3:13])([CH3:11])[CH3:12]. The catalyst class is: 103. (3) Reactant: [H-].[Na+].[C:3]1([NH:9][C:10]2[N:11]=[CH:12][C:13]3[CH:19]=[CH:18][C:17](=[O:20])[NH:16][C:14]=3[N:15]=2)[CH:8]=[CH:7][CH:6]=[CH:5][CH:4]=1.I[CH:22]([CH2:24][CH3:25])[CH3:23]. Product: [CH:22]([N:16]1[C:14]2[N:15]=[C:10]([NH:9][C:3]3[CH:4]=[CH:5][CH:6]=[CH:7][CH:8]=3)[N:11]=[CH:12][C:13]=2[CH:19]=[CH:18][C:17]1=[O:20])([CH2:24][CH3:25])[CH3:23]. The catalyst class is: 9. (4) Reactant: [CH3:1][O:2][C:3](=[O:24])[CH2:4][CH2:5][CH2:6][CH2:7][CH2:8][O:9][C:10]1[CH:15]=[CH:14][C:13]([NH2:16])=[C:12]([NH:17][C:18]2[CH:23]=[CH:22][CH:21]=[CH:20][CH:19]=2)[CH:11]=1.[CH3:25][O:26][C:27](OC)(OC)OC.[OH-].[Na+]. Product: [CH3:1][O:2][C:3](=[O:24])[CH2:4][CH2:5][CH2:6][CH2:7][CH2:8][O:9][C:10]1[CH:15]=[CH:14][C:13]2[N:16]=[C:25]([O:26][CH3:27])[N:17]([C:18]3[CH:19]=[CH:20][CH:21]=[CH:22][CH:23]=3)[C:12]=2[CH:11]=1. The catalyst class is: 15. (5) Reactant: [Br:1][C:2]1[CH:3]=[C:4]2[C:10]([CH:11]([C:13]3[C:18]([F:19])=[CH:17][CH:16]=[C:15]([O:20][CH2:21][CH2:22][O:23]C4CCCCO4)[C:14]=3[F:30])O)=[CH:9][NH:8][C:5]2=[N:6][CH:7]=1.FC(F)(F)C(O)=O.C([SiH](CC)CC)C. Product: [Br:1][C:2]1[CH:3]=[C:4]2[C:10]([CH2:11][C:13]3[C:14]([F:30])=[C:15]([CH:16]=[CH:17][C:18]=3[F:19])[O:20][CH2:21][CH2:22][OH:23])=[CH:9][NH:8][C:5]2=[N:6][CH:7]=1. The catalyst class is: 10. (6) Reactant: C[O:2][C:3]([C:5]1([CH2:10][CH2:11][CH2:12][CH2:13][S:14]([CH3:17])(=[O:16])=[O:15])[CH2:9][CH2:8][CH2:7][CH2:6]1)=[O:4].[OH-].[Na+]. Product: [CH3:17][S:14]([CH2:13][CH2:12][CH2:11][CH2:10][C:5]1([C:3]([OH:4])=[O:2])[CH2:9][CH2:8][CH2:7][CH2:6]1)(=[O:15])=[O:16]. The catalyst class is: 36. (7) Product: [Cl:1][C:2]1[N:3]=[N:4][C:5]([C:9]2[CH:10]=[CH:11][CH:12]=[CH:13][CH:14]=2)=[CH:6][C:7]=1[CH2:8][CH3:15]. Reactant: [Cl:1][C:2]1[N:3]=[N:4][C:5]([C:9]2[CH:14]=[CH:13][CH:12]=[CH:11][CH:10]=2)=[CH:6][C:7]=1[CH3:8].[CH:15]([N-]C(C)C)(C)C.[Li+].CCCCCCC.C1COCC1.C(C1C=CC=CC=1)C.CI. The catalyst class is: 90.